Dataset: Acute oral toxicity (LD50) regression data from Zhu et al.. Task: Regression/Classification. Given a drug SMILES string, predict its toxicity properties. Task type varies by dataset: regression for continuous values (e.g., LD50, hERG inhibition percentage) or binary classification for toxic/non-toxic outcomes (e.g., AMES mutagenicity, cardiotoxicity, hepatotoxicity). Dataset: ld50_zhu. (1) The compound is CCOC(=O)c1ccccc1N. The rat oral LD50 is 1.64, given as -log10 of the dose in mol/kg body weight (higher means more acutely toxic). (2) The molecule is COP(C)(=S)SCn1c(=O)oc2cccnc21. The rat oral LD50 is 2.22, given as -log10 of the dose in mol/kg body weight (higher means more acutely toxic). (3) The compound is CCOP(=O)(OCC)SCCC(F)=C(F)F. The rat oral LD50 is 3.61, given as -log10 of the dose in mol/kg body weight (higher means more acutely toxic). (4) The drug is CCCCC(CC)COC(=O)CCCCCCCCCCC(=O)OCC(CC)CCCC. The rat oral LD50 is 1.32, given as -log10 of the dose in mol/kg body weight (higher means more acutely toxic). (5) The compound is CN1C(C(=O)Nc2ccccn2)=C(O)c2sccc2S1(=O)=O. The rat oral LD50 is 3.63, given as -log10 of the dose in mol/kg body weight (higher means more acutely toxic).